From a dataset of Full USPTO retrosynthesis dataset with 1.9M reactions from patents (1976-2016). Predict the reactants needed to synthesize the given product. (1) Given the product [C:28]([N:31]1[C:39]2[C:34](=[CH:35][C:36]([CH:40]=[CH:41][S:42]([C:45]3[CH:46]=[CH:47][CH:48]=[CH:49][CH:50]=3)(=[O:43])=[O:44])=[CH:37][CH:38]=2)[C:33]([CH2:51][C@H:52]2[CH2:56][CH2:55][CH2:54][N:53]2[CH3:57])=[CH:32]1)(=[O:30])[CH3:29], predict the reactants needed to synthesize it. The reactants are: CN1[C@@H](CC2C3C=C(CCS(C4C=CC=CC=4)(=O)=O)C=CC=3NC=2)CCC1.[C:28]([N:31]1[C:39]2[C:34](=[CH:35][C:36]([CH2:40][CH2:41][S:42]([C:45]3[CH:50]=[CH:49][CH:48]=[CH:47][CH:46]=3)(=[O:44])=[O:43])=[CH:37][CH:38]=2)[C:33]([CH2:51][C@H:52]2[CH2:56][CH2:55][CH2:54][N:53]2[CH3:57])=[CH:32]1)(=[O:30])[CH3:29].BrC1C=C2C(=CC=1)NC=C2C[C@H]1CCCN1C.C(N1C2C(=CC(Br)=CC=2)C(C[C@H]2CCCN2C)=C1)(=O)C.C(S(C1C=CC=CC=1)(=O)=O)=C. (2) Given the product [F:23][C:20]([F:22])([F:21])[C:18]1[CH:17]=[C:16]([C@@H:24]([N:26]([CH3:45])[C:27]([N:29]2[CH2:34][CH2:33][C:32](=[O:9])[NH:35][CH2:31][C@@H:30]2[C:37]2[CH:42]=[CH:41][C:40]([F:43])=[CH:39][C:38]=2[CH3:44])=[O:28])[CH3:25])[CH:15]=[C:14]([C:13]([F:47])([F:46])[F:12])[CH:19]=1, predict the reactants needed to synthesize it. The reactants are: CC1C=CC(S(Cl)(=O)=[O:9])=CC=1.[F:12][C:13]([F:47])([F:46])[C:14]1[CH:15]=[C:16]([C@@H:24]([N:26]([CH3:45])[C:27]([N:29]2[CH2:34][CH2:33]/[C:32](=[N:35]\O)/[CH2:31][C@@H:30]2[C:37]2[CH:42]=[CH:41][C:40]([F:43])=[CH:39][C:38]=2[CH3:44])=[O:28])[CH3:25])[CH:17]=[C:18]([C:20]([F:23])([F:22])[F:21])[CH:19]=1. (3) Given the product [CH3:10][N:4]1[CH:5]=[CH:6][CH:7]=[C:2]([OH:1])[C:3]1=[O:8], predict the reactants needed to synthesize it. The reactants are: [OH:1][C:2]1[C:3](=[O:8])[NH:4][CH:5]=[CH:6][CH:7]=1.I[CH3:10].S([O-])([O-])=O.[Na+].[Na+]. (4) Given the product [Br:34][C:31]1[CH:32]=[CH:33][C:28]([N:25]2[CH2:26][CH2:27][N:22]([S:19]([CH2:18][CH:14]([CH:15]([CH3:17])[CH3:16])[C:13]([OH:35])=[O:12])(=[O:21])=[O:20])[CH2:23][CH2:24]2)=[CH:29][CH:30]=1, predict the reactants needed to synthesize it. The reactants are: FC(F)(F)C(O)=O.C([O:12][C:13](=[O:35])[CH:14]([CH2:18][S:19]([N:22]1[CH2:27][CH2:26][N:25]([C:28]2[CH:33]=[CH:32][C:31]([Br:34])=[CH:30][CH:29]=2)[CH2:24][CH2:23]1)(=[O:21])=[O:20])[CH:15]([CH3:17])[CH3:16])(C)(C)C. (5) Given the product [CH3:10][O:9][C:7](=[O:8])[C:6]1[CH:11]=[C:2]([O:1][C:24]2[CH:25]=[CH:26][C:27]([N+:34]([O-:36])=[O:35])=[C:28]([NH:30][CH2:31][CH2:32][CH3:33])[CH:29]=2)[CH:3]=[CH:4][C:5]=1[NH:12][S:13]([C:16]1[CH:21]=[CH:20][C:19]([CH3:22])=[CH:18][CH:17]=1)(=[O:15])=[O:14], predict the reactants needed to synthesize it. The reactants are: [OH:1][C:2]1[CH:3]=[CH:4][C:5]([NH:12][S:13]([C:16]2[CH:21]=[CH:20][C:19]([CH3:22])=[CH:18][CH:17]=2)(=[O:15])=[O:14])=[C:6]([CH:11]=1)[C:7]([O:9][CH3:10])=[O:8].F[C:24]1[CH:25]=[CH:26][C:27]([N+:34]([O-:36])=[O:35])=[C:28]([NH:30][CH2:31][CH2:32][CH3:33])[CH:29]=1.C(=O)([O-])[O-].[K+].[K+]. (6) Given the product [CH3:34][N:35](/[CH:37]=[N:1]/[C:2]1[CH:11]=[C:10]([C:12]2[C:21]3[C:16](=[CH:17][C:18]([O:27][CH2:28][CH3:29])=[C:19]4[O:24][C:23]([CH3:26])([CH3:25])[CH2:22][C:20]4=3)[CH2:15][C:14]([CH3:30])([CH3:31])[N:13]=2)[CH:9]=[CH:8][C:3]=1[C:4]([O:6][CH3:7])=[O:5])[CH3:36], predict the reactants needed to synthesize it. The reactants are: [NH2:1][C:2]1[CH:11]=[C:10]([C:12]2[C:21]3[C:16](=[CH:17][C:18]([O:27][CH2:28][CH3:29])=[C:19]4[O:24][C:23]([CH3:26])([CH3:25])[CH2:22][C:20]4=3)[CH2:15][C:14]([CH3:31])([CH3:30])[N:13]=2)[CH:9]=[CH:8][C:3]=1[C:4]([O:6][CH3:7])=[O:5].CO[CH:34](OC)[N:35]([CH3:37])[CH3:36]. (7) Given the product [CH2:20]([O:19][C:17](=[O:18])/[CH:16]=[CH:1]/[C:3]1[C:4]([NH:12][C:13]2[CH:25]=[CH:24][C:16]([C:17]([O:19][C:20]([CH3:22])([CH3:23])[CH3:21])=[O:18])=[CH:15][CH:14]=2)=[N:5][C:6]([S:10][CH3:11])=[N:7][C:8]=1[CH3:9])[CH3:21], predict the reactants needed to synthesize it. The reactants are: [CH:1]([C:3]1[C:4]([NH:12][C:13]2[CH:25]=[CH:24][C:16]([C:17]([O:19][C:20]([CH3:23])([CH3:22])[CH3:21])=[O:18])=[CH:15][CH:14]=2)=[N:5][C:6]([S:10][CH3:11])=[N:7][C:8]=1[CH3:9])=O. (8) Given the product [Cl:17][C:8]1[CH:9]=[C:10]([CH2:15][OH:16])[C:11]([O:13][CH3:14])=[CH:12][C:7]=1[O:6][CH2:5][C:4]([OH:18])=[O:3], predict the reactants needed to synthesize it. The reactants are: C([O:3][C:4](=[O:18])[CH2:5][O:6][C:7]1[CH:12]=[C:11]([O:13][CH3:14])[C:10]([CH2:15][OH:16])=[CH:9][C:8]=1[Cl:17])C.O.[OH-].[Li+].